From a dataset of Catalyst prediction with 721,799 reactions and 888 catalyst types from USPTO. Predict which catalyst facilitates the given reaction. (1) Reactant: C(O[C:6]([N:8](C)[CH2:9][CH2:10][C:11]([OH:18])([C:16]#[CH:17])[C:12](OC)=[O:13])=O)(C)(C)C.FC(F)(F)C(O)=O. Product: [C:16]([C:11]1([OH:18])[CH2:10][CH2:9][N:8]([CH3:6])[C:12]1=[O:13])#[CH:17]. The catalyst class is: 4. (2) Reactant: Br[CH:2]([CH2:6][CH2:7][N:8]1[C:16](=[O:17])[C:15]2[C:10](=[CH:11][CH:12]=[CH:13][CH:14]=2)[C:9]1=[O:18])[C:3]([OH:5])=[O:4]. Product: [O:18]=[C:9]1[C:10]2[C:15](=[CH:14][CH:13]=[CH:12][CH:11]=2)[C:16](=[O:17])[N:8]1[CH2:7][CH2:6][CH2:2][C:3]([OH:5])=[O:4]. The catalyst class is: 201. (3) Reactant: C([SiH](CC)CC)C.[CH2:8]([O:15][C:16]1[CH:21]=[CH:20][CH:19]=[CH:18][C:17]=1[CH:22]([C:24]1[CH:29]=[CH:28][C:27]([Br:30])=[CH:26][CH:25]=1)O)[C:9]1[CH:14]=[CH:13][CH:12]=[CH:11][CH:10]=1.C(=O)([O-])[O-].[K+].[K+]. Product: [CH2:8]([O:15][C:16]1[CH:21]=[CH:20][CH:19]=[CH:18][C:17]=1[CH2:22][C:24]1[CH:29]=[CH:28][C:27]([Br:30])=[CH:26][CH:25]=1)[C:9]1[CH:10]=[CH:11][CH:12]=[CH:13][CH:14]=1. The catalyst class is: 10. (4) Reactant: [OH:1][C:2]1[N:6]([C:7]2[CH:12]=[CH:11][C:10]([CH3:13])=[C:9]([CH3:14])[CH:8]=2)[N:5]=[C:4]([CH3:15])[C:3]=1[C:16](=O)[CH3:17].[CH3:19][CH:20]([NH:22][C:23]([C:25]1[S:26][C:27]([C:30]([NH:32][NH2:33])=[O:31])=[CH:28][CH:29]=1)=[O:24])[CH3:21].O.C1(C)C=CC(S(O)(=O)=O)=CC=1. Product: [CH:20]([NH:22][C:23]([C:25]1[S:26][C:27]([C:30]([NH:32][NH:33][C:16](=[C:3]2[C:2](=[O:1])[N:6]([C:7]3[CH:12]=[CH:11][C:10]([CH3:13])=[C:9]([CH3:14])[CH:8]=3)[N:5]=[C:4]2[CH3:15])[CH3:17])=[O:31])=[CH:28][CH:29]=1)=[O:24])([CH3:21])[CH3:19]. The catalyst class is: 32. (5) Reactant: [Br:1][C:2]1[CH:10]=[CH:9][C:5]([C:6](O)=[O:7])=[C:4]([F:11])[CH:3]=1.C(Cl)(=O)C(Cl)=O.[CH2:18]([N:20](CC)CC)C.CN. Product: [Br:1][C:2]1[CH:10]=[CH:9][C:5]([C:6]([NH:20][CH3:18])=[O:7])=[C:4]([F:11])[CH:3]=1. The catalyst class is: 85.